From a dataset of Catalyst prediction with 721,799 reactions and 888 catalyst types from USPTO. Predict which catalyst facilitates the given reaction. (1) The catalyst class is: 4. Product: [CH3:1][O:2][C:3]1[CH:4]=[C:5]([CH:34]=[CH:35][C:36]=1[O:37][CH2:38][C:39]1[CH:40]=[N:41][C:42]([O:45][CH3:46])=[CH:43][CH:44]=1)[CH2:6][N:7]1[C:11]2=[N:12][CH:13]=[C:14]([C:16]3[CH:17]=[N:18][N:19]([CH:21]4[CH2:26][CH2:25][NH:24][CH2:23][CH2:22]4)[CH:20]=3)[CH:15]=[C:10]2[N:9]=[CH:8]1. Reactant: [CH3:1][O:2][C:3]1[CH:4]=[C:5]([CH:34]=[CH:35][C:36]=1[O:37][CH2:38][C:39]1[CH:40]=[N:41][C:42]([O:45][CH3:46])=[CH:43][CH:44]=1)[CH2:6][N:7]1[C:11]2=[N:12][CH:13]=[C:14]([C:16]3[CH:17]=[N:18][N:19]([CH:21]4[CH2:26][CH2:25][N:24](C(OC(C)(C)C)=O)[CH2:23][CH2:22]4)[CH:20]=3)[CH:15]=[C:10]2[N:9]=[CH:8]1.FC(F)(F)C(O)=O. (2) Reactant: S(Cl)(Cl)=O.[CH3:5][C:6]([CH3:32])([CH2:11][C:12](=[O:31])[NH:13][C:14]1[CH:15]=[N:16][C:17]([O:20][C:21](=[O:30])[N:22]([CH3:29])[C:23]2[CH:28]=[CH:27][CH:26]=[CH:25][CH:24]=2)=[CH:18][CH:19]=1)[CH2:7][C:8]([OH:10])=O.[NH:33]1[CH2:38][CH2:37][O:36][CH2:35][CH2:34]1. Product: [CH3:5][C:6]([CH3:32])([CH2:7][C:8]([N:33]1[CH2:38][CH2:37][O:36][CH2:35][CH2:34]1)=[O:10])[CH2:11][C:12]([NH:13][C:14]1[CH:19]=[CH:18][C:17]([O:20][C:21](=[O:30])[N:22]([CH3:29])[C:23]2[CH:24]=[CH:25][CH:26]=[CH:27][CH:28]=2)=[N:16][CH:15]=1)=[O:31]. The catalyst class is: 4. (3) Reactant: [F:1][C:2]([F:11])([F:10])[C:3]1[CH:8]=[CH:7][C:6]([OH:9])=[CH:5][CH:4]=1.[CH2:12](Br)[CH:13]=[CH2:14].C([O-])([O-])=O.[Cs+].[Cs+]. Product: [CH2:14]([O:9][C:6]1[CH:5]=[CH:4][C:3]([C:2]([F:10])([F:11])[F:1])=[CH:8][CH:7]=1)[CH:13]=[CH2:12]. The catalyst class is: 136.